From a dataset of NCI-60 drug combinations with 297,098 pairs across 59 cell lines. Regression. Given two drug SMILES strings and cell line genomic features, predict the synergy score measuring deviation from expected non-interaction effect. (1) Drug 1: COC1=CC(=CC(=C1O)OC)C2C3C(COC3=O)C(C4=CC5=C(C=C24)OCO5)OC6C(C(C7C(O6)COC(O7)C8=CC=CS8)O)O. Drug 2: CCC1(CC2CC(C3=C(CCN(C2)C1)C4=CC=CC=C4N3)(C5=C(C=C6C(=C5)C78CCN9C7C(C=CC9)(C(C(C8N6C=O)(C(=O)OC)O)OC(=O)C)CC)OC)C(=O)OC)O.OS(=O)(=O)O. Cell line: OVCAR3. Synergy scores: CSS=55.1, Synergy_ZIP=-2.64, Synergy_Bliss=7.20, Synergy_Loewe=3.63, Synergy_HSA=7.91. (2) Synergy scores: CSS=7.56, Synergy_ZIP=-4.69, Synergy_Bliss=-4.60, Synergy_Loewe=-6.23, Synergy_HSA=-6.22. Cell line: MDA-MB-435. Drug 2: CCN(CC)CCCC(C)NC1=C2C=C(C=CC2=NC3=C1C=CC(=C3)Cl)OC. Drug 1: CC1C(C(CC(O1)OC2CC(CC3=C2C(=C4C(=C3O)C(=O)C5=C(C4=O)C(=CC=C5)OC)O)(C(=O)C)O)N)O.Cl. (3) Drug 1: C1=CC(=CC=C1CCC2=CNC3=C2C(=O)NC(=N3)N)C(=O)NC(CCC(=O)O)C(=O)O. Drug 2: CC(CN1CC(=O)NC(=O)C1)N2CC(=O)NC(=O)C2. Cell line: SK-MEL-28. Synergy scores: CSS=15.4, Synergy_ZIP=-1.00, Synergy_Bliss=0.477, Synergy_Loewe=-1.40, Synergy_HSA=2.84. (4) Synergy scores: CSS=-0.0130, Synergy_ZIP=-0.768, Synergy_Bliss=-3.01, Synergy_Loewe=-6.25, Synergy_HSA=-5.23. Drug 1: COC1=NC(=NC2=C1N=CN2C3C(C(C(O3)CO)O)O)N. Cell line: NCI/ADR-RES. Drug 2: CS(=O)(=O)OCCCCOS(=O)(=O)C. (5) Drug 1: CS(=O)(=O)C1=CC(=C(C=C1)C(=O)NC2=CC(=C(C=C2)Cl)C3=CC=CC=N3)Cl. Drug 2: CN1C2=C(C=C(C=C2)N(CCCl)CCCl)N=C1CCCC(=O)O.Cl. Cell line: MCF7. Synergy scores: CSS=15.6, Synergy_ZIP=0.0381, Synergy_Bliss=6.96, Synergy_Loewe=3.69, Synergy_HSA=7.36. (6) Drug 1: CN1CCC(CC1)COC2=C(C=C3C(=C2)N=CN=C3NC4=C(C=C(C=C4)Br)F)OC. Drug 2: CCC1(CC2CC(C3=C(CCN(C2)C1)C4=CC=CC=C4N3)(C5=C(C=C6C(=C5)C78CCN9C7C(C=CC9)(C(C(C8N6C)(C(=O)OC)O)OC(=O)C)CC)OC)C(=O)OC)O.OS(=O)(=O)O. Cell line: U251. Synergy scores: CSS=44.1, Synergy_ZIP=-0.487, Synergy_Bliss=1.89, Synergy_Loewe=-16.8, Synergy_HSA=2.29.